Dataset: Full USPTO retrosynthesis dataset with 1.9M reactions from patents (1976-2016). Task: Predict the reactants needed to synthesize the given product. (1) Given the product [CH2:3]([C:5]1[C:14]([CH3:15])=[C:13]([O:16][C:29](=[O:32])[CH3:28])[C:12]2[C:7](=[CH:8][C:9]([Cl:18])=[C:10]([F:17])[CH:11]=2)[N:6]=1)[CH3:4].[CH2:40]([C:42]1[C:51]([CH3:52])=[C:50]([O:53][C:54](=[O:55])[CH3:56])[C:49]2[C:44](=[CH:45][CH:46]=[C:47]([F:60])[C:48]=2[Cl:18])[N:43]=1)[CH3:41], predict the reactants needed to synthesize it. The reactants are: [H-].[Na+].[CH2:3]([C:5]1[C:14]([CH3:15])=[C:13]([OH:16])[C:12]2[C:7](=[CH:8][C:9]([Cl:18])=[C:10]([F:17])[CH:11]=2)[N:6]=1)[CH3:4].C(C1C(C)=[C:29]([O:32]C(C2CC2)=O)[C:28]2C(=CC(F)=C(F)C=2)N=1)C.[CH2:40]([C:42]1[C:51]([CH3:52])=[C:50]([O:53][C:54]([CH:56]2CC2)=[O:55])[C:49]2[C:44](=[CH:45][CH:46]=[C:47]([F:60])[C:48]=2F)[N:43]=1)[CH3:41]. (2) Given the product [CH3:35][C:21]1[N:22]=[C:23]([C:25]2[CH:26]=[CH:27][C:28]([C:31]([F:34])([F:33])[F:32])=[CH:29][CH:30]=2)[S:24][C:20]=1[CH2:19][CH2:18][O:17][C:14]1[CH:15]=[C:16]2[C:11]([C:10]([CH2:36][CH2:37][CH3:38])=[CH:9][N:8]2[CH2:7][C:6]([OH:39])=[O:5])=[CH:12][CH:13]=1, predict the reactants needed to synthesize it. The reactants are: C([O:5][C:6](=[O:39])[CH2:7][N:8]1[C:16]2[C:11](=[CH:12][CH:13]=[C:14]([O:17][CH2:18][CH2:19][C:20]3[S:24][C:23]([C:25]4[CH:30]=[CH:29][C:28]([C:31]([F:34])([F:33])[F:32])=[CH:27][CH:26]=4)=[N:22][C:21]=3[CH3:35])[CH:15]=2)[C:10]([CH2:36][CH2:37][CH3:38])=[CH:9]1)(C)(C)C.[Li+].[OH-].